Dataset: Reaction yield outcomes from USPTO patents with 853,638 reactions. Task: Predict the reaction yield, written as a fraction of the theoretical maximum amount of product (1.0 means a 100% yield; for example, 0.34 means a 34% yield). The catalyst is C(#N)C. The yield is 0.600. The product is [Cl:17][CH2:2][C:3]([NH:18][C:19]1[CH:20]=[C:21]([C:26]2[N:27]([CH2:39][CH3:40])[C:28]3[C:33]([C:34]=2[C:35]#[N:36])=[CH:32][CH:31]=[C:30]([O:37][CH3:38])[CH:29]=3)[CH:22]=[CH:23][C:24]=1[OH:25])=[O:5]. The reactants are Br[CH2:2][C:3]([OH:5])=O.CCN=C=NCCCN(C)C.[ClH:17].[NH2:18][C:19]1[CH:20]=[C:21]([C:26]2[N:27]([CH2:39][CH3:40])[C:28]3[C:33]([C:34]=2[C:35]#[N:36])=[CH:32][CH:31]=[C:30]([O:37][CH3:38])[CH:29]=3)[CH:22]=[CH:23][C:24]=1[OH:25].